From a dataset of Forward reaction prediction with 1.9M reactions from USPTO patents (1976-2016). Predict the product of the given reaction. (1) Given the reactants [CH3:1][O:2][CH2:3][N:4]1[C:8]2[CH:9]=[CH:10][C:11]([CH:13]([C:15]3[S:16][CH:17]=[C:18]([C:20]4[CH:25]=[CH:24][C:23]([C:26]5([CH3:31])OCC[O:27]5)=[CH:22][N:21]=4)[N:19]=3)[CH3:14])=[CH:12][C:7]=2[S:6][C:5]1=[O:32].Cl.[OH-].[Na+], predict the reaction product. The product is: [C:26]([C:23]1[CH:24]=[CH:25][C:20]([C:18]2[N:19]=[C:15]([CH:13]([C:11]3[CH:10]=[CH:9][C:8]4[N:4]([CH2:3][O:2][CH3:1])[C:5](=[O:32])[S:6][C:7]=4[CH:12]=3)[CH3:14])[S:16][CH:17]=2)=[N:21][CH:22]=1)(=[O:27])[CH3:31]. (2) Given the reactants [CH2:1]([O:3][C:4](=[O:12])[C:5]1[CH:10]=[CH:9][CH:8]=[C:7]([OH:11])[CH:6]=1)[CH3:2].Br[CH2:14][CH2:15][CH2:16][Cl:17].C([O-])([O-])=O.[K+].[K+], predict the reaction product. The product is: [CH2:1]([O:3][C:4](=[O:12])[C:5]1[CH:10]=[CH:9][CH:8]=[C:7]([O:11][CH2:14][CH2:15][CH2:16][Cl:17])[CH:6]=1)[CH3:2].